Dataset: Catalyst prediction with 721,799 reactions and 888 catalyst types from USPTO. Task: Predict which catalyst facilitates the given reaction. (1) Product: [F:1][C:2]1[CH:3]=[CH:4][C:5]([C:41]([F:44])([F:42])[F:43])=[C:6]([CH:40]=1)[C:7]([N:9]1[CH2:14][CH2:13][N:12]([C:15](=[O:39])[CH2:16][NH:17][C:18]([C:20]2[CH:24]=[C:23]([C:25]3[CH:30]=[CH:29][CH:28]=[C:27]([OH:31])[CH:26]=3)[NH:22][N:21]=2)=[O:19])[CH2:11][CH2:10]1)=[O:8]. Reactant: [F:1][C:2]1[CH:3]=[CH:4][C:5]([C:41]([F:44])([F:43])[F:42])=[C:6]([CH:40]=1)[C:7]([N:9]1[CH2:14][CH2:13][N:12]([C:15](=[O:39])[CH2:16][NH:17][C:18]([C:20]2[CH:24]=[C:23]([C:25]3[CH:30]=[CH:29][CH:28]=[C:27]([O:31]CC4C=CC=CC=4)[CH:26]=3)[NH:22][N:21]=2)=[O:19])[CH2:11][CH2:10]1)=[O:8].OC1C=C(C(=O)C)C=CC=1. The catalyst class is: 19. (2) Reactant: [OH:1][C:2]1[N:7]=[CH:6][C:5]([N:8]2[C:12]([CH3:14])([CH3:13])[C:11](=[O:15])[N:10]([C:16]3[CH:23]=[CH:22][C:19]([C:20]#[N:21])=[C:18]([C:24]([F:27])([F:26])[F:25])[CH:17]=3)[C:9]2=[S:28])=[CH:4][CH:3]=1.[O:29]1[CH2:33][CH2:32][C@H:31](OS(C2C=CC(C)=CC=2)(=O)=O)[CH2:30]1.C(=O)([O-])[O-].[Cs+].[Cs+].[Cl-].[Na+]. Product: [CH3:13][C:12]1([CH3:14])[C:11](=[O:15])[N:10]([C:16]2[CH:23]=[CH:22][C:19]([C:20]#[N:21])=[C:18]([C:24]([F:25])([F:27])[F:26])[CH:17]=2)[C:9](=[S:28])[N:8]1[C:5]1[CH:6]=[N:7][C:2]([O:1][C@@H:31]2[CH2:32][CH2:33][O:29][CH2:30]2)=[CH:3][CH:4]=1. The catalyst class is: 80. (3) Reactant: CS(O[CH2:6][CH2:7][C:8]1[CH:13]=[CH:12][CH:11]=[CH:10][C:9]=1[Br:14])(=O)=O.[CH2:15]([NH2:20])[CH2:16][CH2:17][CH2:18][CH3:19].C(=O)([O-])[O-].[K+].[K+].O1CCCC1. Product: [Br:14][C:9]1[CH:10]=[CH:11][CH:12]=[CH:13][C:8]=1[CH2:7][CH2:6][NH:20][CH2:15][CH2:16][CH2:17][CH2:18][CH3:19]. The catalyst class is: 84.